From a dataset of Catalyst prediction with 721,799 reactions and 888 catalyst types from USPTO. Predict which catalyst facilitates the given reaction. (1) Reactant: [O:1]1[C:5]2([CH2:10][CH2:9][N:8]([C:11]([NH:13][C:14]3[CH:23]=[CH:22][CH:21]=[CH:20][C:15]=3[C:16]([O:18]C)=[O:17])=[O:12])[CH2:7][CH2:6]2)[O:4][CH2:3][CH2:2]1.[OH-].[Na+].CCOC(C)=O.O. Product: [O:4]1[C:5]2([CH2:6][CH2:7][N:8]([C:11]([NH:13][C:14]3[CH:23]=[CH:22][CH:21]=[CH:20][C:15]=3[C:16]([OH:18])=[O:17])=[O:12])[CH2:9][CH2:10]2)[O:1][CH2:2][CH2:3]1. The catalyst class is: 12. (2) Product: [CH:15]1([O:14][C:13]2[CH:12]=[CH:11][C:10]([CH2:20][CH2:21][C:22]([O:24][CH3:25])=[O:23])=[CH:9][C:8]=2[C:5]2[CH:4]=[C:3]3[C:2](=[CH:7][CH:6]=2)[NH:1][N:27]=[CH:26]3)[CH2:19][CH2:18][CH2:17][CH2:16]1. Reactant: [NH2:1][C:2]1[CH:7]=[CH:6][C:5]([C:8]2[C:13]([O:14][CH:15]3[CH2:19][CH2:18][CH2:17][CH2:16]3)=[CH:12][CH:11]=[C:10]([CH2:20][CH2:21][C:22]([O:24][CH3:25])=[O:23])[CH:9]=2)=[CH:4][C:3]=1[CH3:26].[N:27]([O-])=O.[Na+].NC(N)=O.C1(C)C=CC=CC=1. The catalyst class is: 86. (3) Reactant: [C:1]([O:5][C:6](=[O:16])[N:7]([C:9]1[CH:14]=[C:13](Cl)[N:12]=[CH:11][N:10]=1)[CH3:8])([CH3:4])([CH3:3])[CH3:2].O.[NH2:18][NH2:19]. Product: [C:1]([O:5][C:6](=[O:16])[N:7]([C:9]1[CH:14]=[C:13]([NH:18][NH2:19])[N:12]=[CH:11][N:10]=1)[CH3:8])([CH3:4])([CH3:3])[CH3:2]. The catalyst class is: 41. (4) Reactant: [O:1]([C:8]1[C:13]2[C:14]([NH2:17])=[N:15][NH:16][C:12]=2[CH:11]=[CH:10][N:9]=1)[C:2]1[CH:7]=[CH:6][CH:5]=[CH:4][CH:3]=1.[CH:18]([CH:20]1[CH2:25][CH2:24][N:23]([C:26]([O:28][C:29]([CH3:32])([CH3:31])[CH3:30])=[O:27])[CH2:22][CH2:21]1)=O.C(O[BH-](OC(=O)C)OC(=O)C)(=O)C.[Na+].C(O)(=O)C. Product: [O:1]([C:8]1[C:13]2[C:14]([NH:17][CH2:18][CH:20]3[CH2:25][CH2:24][N:23]([C:26]([O:28][C:29]([CH3:30])([CH3:32])[CH3:31])=[O:27])[CH2:22][CH2:21]3)=[N:15][NH:16][C:12]=2[CH:11]=[CH:10][N:9]=1)[C:2]1[CH:3]=[CH:4][CH:5]=[CH:6][CH:7]=1. The catalyst class is: 11. (5) Reactant: [CH:1]1([C:4](Cl)=[O:5])[CH2:3][CH2:2]1.[N:7]1[CH:8]=[C:9]([S:16][C:17]2[CH:26]=[CH:25][C:20]3[N:21]=[C:22]([NH2:24])[S:23][C:19]=3[CH:18]=2)[N:10]2[CH:15]=[CH:14][CH:13]=[N:12][C:11]=12. Product: [N:7]1[CH:8]=[C:9]([S:16][C:17]2[CH:26]=[CH:25][C:20]3[N:21]=[C:22]([NH:24][C:4]([CH:1]4[CH2:3][CH2:2]4)=[O:5])[S:23][C:19]=3[CH:18]=2)[N:10]2[CH:15]=[CH:14][CH:13]=[N:12][C:11]=12. The catalyst class is: 17. (6) Reactant: [CH3:1][O:2][C:3]1[CH:4]=[C:5]([CH2:9][CH2:10]O)[CH:6]=[CH:7][CH:8]=1.C1C=CC(P(C2C=CC=CC=2)C2C=CC=CC=2)=CC=1.C(Br)(Br)(Br)[Br:32]. Product: [Br:32][CH2:10][CH2:9][C:5]1[CH:6]=[CH:7][CH:8]=[C:3]([O:2][CH3:1])[CH:4]=1. The catalyst class is: 34. (7) Reactant: C[O:2][C:3]([C:5]1[C:10]([NH:11][C:12]2[CH:17]=[CH:16][C:15]([Br:18])=[CH:14][C:13]=2[F:19])=[C:9]([F:20])[C:8](=[O:21])[NH:7][CH:6]=1)=[O:4].C1COCC1.[Li+].[OH-].Cl. Product: [Br:18][C:15]1[CH:16]=[CH:17][C:12]([NH:11][C:10]2[C:5]([C:3]([OH:4])=[O:2])=[CH:6][NH:7][C:8](=[O:21])[C:9]=2[F:20])=[C:13]([F:19])[CH:14]=1. The catalyst class is: 5.